This data is from Full USPTO retrosynthesis dataset with 1.9M reactions from patents (1976-2016). The task is: Predict the reactants needed to synthesize the given product. (1) Given the product [F:2][C:3]1[CH:4]=[C:5]([CH:6]=[C:40]2[CH2:41][CH2:36][CH2:37][N:38]([C:42]([O:44][C:45]([CH3:48])([CH3:47])[CH3:46])=[O:43])[CH2:39]2)[CH:26]=[CH:27][CH:28]=1, predict the reactants needed to synthesize it. The reactants are: [Br-].[F:2][C:3]1[CH:4]=[C:5]([CH:26]=[CH:27][CH:28]=1)[CH2:6][P+](C1C=CC=CC=1)(C1C=CC=CC=1)C1C=CC=CC=1.CC(C)([O-])C.[Na+].O=[C:36]1[CH2:41][CH2:40][CH2:39][N:38]([C:42]([O:44][C:45]([CH3:48])([CH3:47])[CH3:46])=[O:43])[CH2:37]1. (2) Given the product [CH2:16]([N:1]1[CH2:6][CH2:5][CH2:4][CH2:3][CH2:2]1)[C:15]#[CH:14], predict the reactants needed to synthesize it. The reactants are: [NH:1]1[CH2:6][CH2:5][CH2:4][CH2:3][CH2:2]1.C(=O)([O-])[O-].[Cs+].[Cs+].Br[CH2:14][C:15]#[CH:16]. (3) Given the product [S:6]1[C:5]2[CH:10]=[CH:11][C:2]([CH:23]=[O:24])=[CH:3][C:4]=2[S:9][CH2:8][CH2:7]1, predict the reactants needed to synthesize it. The reactants are: Br[C:2]1[CH:11]=[CH:10][C:5]2[S:6][CH2:7][CH2:8][S:9][C:4]=2[CH:3]=1.C([Li])CCC.CCCCCC.[CH:23](OCC)=[O:24].Cl. (4) Given the product [Cl:1][C:2]1[N:7]=[C:6]([Cl:8])[CH:5]=[C:4]([C:10]2[CH:15]=[CH:14][CH:13]=[CH:12][CH:11]=2)[N:3]=1, predict the reactants needed to synthesize it. The reactants are: [Cl:1][C:2]1[N:7]=[C:6]([Cl:8])[CH:5]=[C:4](Cl)[N:3]=1.[C:10]1(B(O)O)[CH:15]=[CH:14][CH:13]=[CH:12][CH:11]=1.C(=O)([O-])[O-].[Na+].[Na+]. (5) Given the product [ClH:3].[Cl:3][C:4]1[CH:9]=[CH:8][C:7]([C:10]2[CH:15]=[CH:14][C:13]([O:16][C:17]([F:20])([F:19])[F:18])=[C:12]([CH2:21][NH:22][C@H:23]3[CH2:28][CH2:27][N:26]([C:44](=[O:45])[CH2:43][N:39]4[C:38](=[O:47])[C:37]([CH3:48])([CH3:36])[O:41][C:40]4=[O:42])[CH2:25][C@H:24]3[C:29]3[CH:34]=[CH:33][CH:32]=[CH:31][CH:30]=3)[CH:11]=2)=[C:6]([F:35])[CH:5]=1, predict the reactants needed to synthesize it. The reactants are: Cl.Cl.[Cl:3][C:4]1[CH:9]=[CH:8][C:7]([C:10]2[CH:15]=[CH:14][C:13]([O:16][C:17]([F:20])([F:19])[F:18])=[C:12]([CH2:21][NH:22][C@H:23]3[CH2:28][CH2:27][NH:26][CH2:25][C@H:24]3[C:29]3[CH:34]=[CH:33][CH:32]=[CH:31][CH:30]=3)[CH:11]=2)=[C:6]([F:35])[CH:5]=1.[CH3:36][C:37]1([CH3:48])[O:41][C:40](=[O:42])[N:39]([CH2:43][C:44](O)=[O:45])[C:38]1=[O:47].Cl.C(OCC)(=O)C. (6) Given the product [C:1]1([C:7]2[C:11]([C:12]#[C:13][C:14]3[CH:15]=[CH:16][CH:17]=[CH:18][CH:19]=3)=[C:10]([NH2:20])[NH:9][N:8]=2)[CH:2]=[CH:3][CH:4]=[CH:5][CH:6]=1, predict the reactants needed to synthesize it. The reactants are: [C:1]1([C:7]2[C:11]([C:12]#[C:13][C:14]3[CH:19]=[CH:18][CH:17]=[CH:16][CH:15]=3)=[C:10]([NH:20]C(=O)C)[NH:9][N:8]=2)[CH:6]=[CH:5][CH:4]=[CH:3][CH:2]=1.C(O)C.[OH-].[Na+].